This data is from NCI-60 drug combinations with 297,098 pairs across 59 cell lines. The task is: Regression. Given two drug SMILES strings and cell line genomic features, predict the synergy score measuring deviation from expected non-interaction effect. (1) Drug 1: CC1=C(C=C(C=C1)NC(=O)C2=CC=C(C=C2)CN3CCN(CC3)C)NC4=NC=CC(=N4)C5=CN=CC=C5. Drug 2: CN(C(=O)NC(C=O)C(C(C(CO)O)O)O)N=O. Cell line: U251. Synergy scores: CSS=1.57, Synergy_ZIP=0.421, Synergy_Bliss=2.57, Synergy_Loewe=-0.950, Synergy_HSA=-0.437. (2) Drug 1: B(C(CC(C)C)NC(=O)C(CC1=CC=CC=C1)NC(=O)C2=NC=CN=C2)(O)O. Drug 2: CC1=C(C(=CC=C1)Cl)NC(=O)C2=CN=C(S2)NC3=CC(=NC(=N3)C)N4CCN(CC4)CCO. Cell line: SW-620. Synergy scores: CSS=59.2, Synergy_ZIP=4.13, Synergy_Bliss=3.98, Synergy_Loewe=-25.4, Synergy_HSA=4.61. (3) Drug 1: CCC1(C2=C(COC1=O)C(=O)N3CC4=CC5=C(C=CC(=C5CN(C)C)O)N=C4C3=C2)O.Cl. Drug 2: CC1CCCC2(C(O2)CC(NC(=O)CC(C(C(=O)C(C1O)C)(C)C)O)C(=CC3=CSC(=N3)C)C)C. Cell line: CCRF-CEM. Synergy scores: CSS=71.8, Synergy_ZIP=-1.22, Synergy_Bliss=-2.10, Synergy_Loewe=-2.70, Synergy_HSA=-0.526. (4) Drug 1: CN(C)C1=NC(=NC(=N1)N(C)C)N(C)C. Drug 2: CCC1(C2=C(COC1=O)C(=O)N3CC4=CC5=C(C=CC(=C5CN(C)C)O)N=C4C3=C2)O.Cl. Cell line: RXF 393. Synergy scores: CSS=2.17, Synergy_ZIP=-3.22, Synergy_Bliss=-2.75, Synergy_Loewe=-18.4, Synergy_HSA=-5.71. (5) Drug 2: C1=CC(=CC=C1CC(C(=O)O)N)N(CCCl)CCCl.Cl. Synergy scores: CSS=33.5, Synergy_ZIP=-4.72, Synergy_Bliss=4.78, Synergy_Loewe=1.03, Synergy_HSA=1.43. Cell line: HCT-15. Drug 1: CC12CCC(CC1=CCC3C2CCC4(C3CC=C4C5=CN=CC=C5)C)O.